This data is from Full USPTO retrosynthesis dataset with 1.9M reactions from patents (1976-2016). The task is: Predict the reactants needed to synthesize the given product. (1) Given the product [CH3:1][C:2]([CH3:19])([CH3:18])[CH2:3][NH:4][C:5]1[C:14]2[C:9](=[CH:10][CH:11]=[C:12]([O:15][CH2:22][C:23]3[CH:28]=[CH:27][CH:26]=[CH:25][N:24]=3)[CH:13]=2)[N:8]=[C:7]([C:16]#[N:17])[N:6]=1, predict the reactants needed to synthesize it. The reactants are: [CH3:1][C:2]([CH3:19])([CH3:18])[CH2:3][NH:4][C:5]1[C:14]2[C:9](=[CH:10][CH:11]=[C:12]([OH:15])[CH:13]=2)[N:8]=[C:7]([C:16]#[N:17])[N:6]=1.Cl.Cl[CH2:22][C:23]1[CH:28]=[CH:27][CH:26]=[CH:25][N:24]=1.C(=O)([O-])[O-].[Cs+].[Cs+].O. (2) Given the product [N:8]1([C:6]([O:5][C:1]([CH3:4])([CH3:2])[CH3:3])=[O:7])[CH2:15][CH2:14][CH2:13][C@H:9]1[C:10]([O:12][CH2:26][C:27]([C:29]1[CH:34]=[CH:33][C:32]([O:35][CH3:36])=[CH:31][CH:30]=1)=[O:28])=[O:11], predict the reactants needed to synthesize it. The reactants are: [C:1]([O:5][C:6]([N:8]1[CH2:15][CH2:14][CH2:13][C@H:9]1[C:10]([OH:12])=[O:11])=[O:7])([CH3:4])([CH3:3])[CH3:2].CCN(C(C)C)C(C)C.Br[CH2:26][C:27]([C:29]1[CH:34]=[CH:33][C:32]([O:35][CH3:36])=[CH:31][CH:30]=1)=[O:28]. (3) Given the product [Br:1][C:2]1[CH:3]=[C:4]([CH:5]=[CH:6][CH:7]=1)[O:8][CH2:12][CH2:13][CH2:14][N:15]1[C:19](=[O:20])[C:18]2[C:17](=[CH:24][CH:23]=[CH:22][CH:21]=2)[C:16]1=[O:25], predict the reactants needed to synthesize it. The reactants are: [Br:1][C:2]1[CH:3]=[C:4]([OH:8])[CH:5]=[CH:6][CH:7]=1.[H-].[Na+].Br[CH2:12][CH2:13][CH2:14][N:15]1[C:19](=[O:20])[C:18]2=[CH:21][CH:22]=[CH:23][CH:24]=[C:17]2[C:16]1=[O:25]. (4) Given the product [Br:1][C:2]1[CH:12]=[CH:11][C:5]([C:6]([N:31]2[CH2:30][CH2:29][N:28]([S:25]([C:20]3[CH:19]=[CH:18][C:17]4[C:22](=[CH:23][CH:24]=[C:15]([Cl:14])[CH:16]=4)[CH:21]=3)(=[O:26])=[O:27])[CH2:33][CH2:32]2)=[O:7])=[C:4]([C:9]([O:8][C:40]([CH3:42])([CH3:45])[CH3:41])=[O:10])[CH:3]=1, predict the reactants needed to synthesize it. The reactants are: [Br:1][C:2]1[CH:3]=[C:4]2[C:9](=[O:10])[O:8][C:6](=[O:7])[C:5]2=[CH:11][CH:12]=1.Cl.[Cl:14][C:15]1[CH:16]=[C:17]2[C:22](=[CH:23][CH:24]=1)[CH:21]=[C:20]([S:25]([N:28]1[CH2:33][CH2:32][NH:31][CH2:30][CH2:29]1)(=[O:27])=[O:26])[CH:19]=[CH:18]2.C(N([CH:40]([CH3:42])[CH3:41])CC)(C)C.Cl.Cl[CH2:45]Cl.